Dataset: Catalyst prediction with 721,799 reactions and 888 catalyst types from USPTO. Task: Predict which catalyst facilitates the given reaction. (1) The catalyst class is: 1. Reactant: [CH:1]([CH:4]1[CH2:6][N:5]1[S:7]([C:10]1[C:15]([Cl:16])=[CH:14][C:13]([Cl:17])=[CH:12][C:11]=1[Cl:18])(=[O:9])=[O:8])([CH3:3])[CH3:2].[CH3:19][NH:20][C:21]1[CH:26]=[CH:25][CH:24]=[CH:23][CH:22]=1. Product: [Cl:18][C:11]1[CH:12]=[C:13]([Cl:17])[CH:14]=[C:15]([Cl:16])[C:10]=1[S:7]([NH:5][CH:4]([CH2:6][N:20]([CH3:19])[C:21]1[CH:26]=[CH:25][CH:24]=[CH:23][CH:22]=1)[CH:1]([CH3:3])[CH3:2])(=[O:9])=[O:8]. (2) Reactant: [Br:1][C:2]1[CH:7]=[CH:6][C:5]([CH2:8][C:9](=[O:13])[C:10]([OH:12])=[O:11])=[CH:4][CH:3]=1.[CH2:14]1CCN2C(=NCCC2)CC1.IC. Product: [Br:1][C:2]1[CH:3]=[CH:4][C:5]([CH2:8][C:9](=[O:13])[C:10]([O:12][CH3:14])=[O:11])=[CH:6][CH:7]=1. The catalyst class is: 3. (3) Reactant: [OH:1][C:2]1[CH:3]=[N:4][CH:5]=[C:6]([CH:10]=1)[C:7]([OH:9])=[O:8].S(Cl)(Cl)=O.[C:15]([O-])(O)=O.[Na+]. Product: [OH:1][C:2]1[CH:3]=[N:4][CH:5]=[C:6]([CH:10]=1)[C:7]([O:9][CH3:15])=[O:8]. The catalyst class is: 5. (4) The catalyst class is: 16. Product: [F:29][C:17]([F:16])([F:28])[CH2:18][CH2:19][S:20]([CH:23]([CH2:3][CH2:2][C:1]#[CH:6])[C:24]([O:26][CH3:27])=[O:25])(=[O:21])=[O:22]. Reactant: [C:1]1(C)[CH:6]=CC(S(OCCC#C)(=O)=O)=[CH:3][CH:2]=1.[F:16][C:17]([F:29])([F:28])[CH2:18][CH2:19][S:20]([CH2:23][C:24]([O:26][CH3:27])=[O:25])(=[O:22])=[O:21].[H-].[Na+].Cl. (5) Reactant: [CH:1]1([NH:7][CH2:8][CH2:9][CH2:10][NH:11][C:12](=[O:35])[CH2:13][C:14]2[C:22]3[C:17](=[CH:18][CH:19]=[C:20]([O:23][CH3:24])[CH:21]=3)[N:16]([C:25](=[O:33])[C:26]3[CH:31]=[CH:30][C:29]([Cl:32])=[CH:28][CH:27]=3)[C:15]=2[CH3:34])[CH2:6][CH2:5][CH2:4][CH2:3][CH2:2]1.C(N(C(C)C)CC)(C)C.[C:45](Cl)(=[O:47])[CH3:46]. Product: [C:45]([CH:8]([NH:7][CH:1]1[CH2:2][CH2:3][CH2:4][CH2:5][CH2:6]1)[CH2:9][CH2:10][NH:11][C:12](=[O:35])[CH2:13][C:14]1[C:22]2[C:17](=[CH:18][CH:19]=[C:20]([O:23][CH3:24])[CH:21]=2)[N:16]([C:25](=[O:33])[C:26]2[CH:27]=[CH:28][C:29]([Cl:32])=[CH:30][CH:31]=2)[C:15]=1[CH3:34])(=[O:47])[CH3:46]. The catalyst class is: 4. (6) Reactant: [C:1]1([CH2:7][CH2:8][S:9](Cl)(=[O:11])=[O:10])[CH:6]=[CH:5][CH:4]=[CH:3][CH:2]=1.[NH3:13].Cl. Product: [C:1]1([CH2:7][CH2:8][S:9]([NH2:13])(=[O:11])=[O:10])[CH:6]=[CH:5][CH:4]=[CH:3][CH:2]=1. The catalyst class is: 1. (7) Reactant: [Cl:1][C:2]1[CH:3]=[C:4]([C:10]2([C:31]([F:34])([F:33])[F:32])[O:14][N:13]=[C:12]([C:15]3[CH:16]=[CH:17][C:18]([F:30])=[C:19]([CH:29]=3)[CH2:20][NH:21]C(=O)OC(C)(C)C)[CH2:11]2)[CH:5]=[C:6]([Cl:9])[C:7]=1[F:8].C(O)(C(F)(F)F)=O. The catalyst class is: 2. Product: [Cl:1][C:2]1[CH:3]=[C:4]([C:10]2([C:31]([F:33])([F:34])[F:32])[O:14][N:13]=[C:12]([C:15]3[CH:16]=[CH:17][C:18]([F:30])=[C:19]([CH2:20][NH2:21])[CH:29]=3)[CH2:11]2)[CH:5]=[C:6]([Cl:9])[C:7]=1[F:8]. (8) Reactant: [Cl:1][C:2]1[CH:3]=[CH:4][C:5]([N+:26]([O-])=O)=[C:6]([CH:25]=1)[C:7]([NH:9][C:10]1[CH:14]=[CH:13][N:12]([C:15]2[CH:20]=[CH:19][CH:18]=[C:17]([C:21]([F:24])([F:23])[F:22])[CH:16]=2)[N:11]=1)=[O:8]. Product: [NH2:26][C:5]1[CH:4]=[CH:3][C:2]([Cl:1])=[CH:25][C:6]=1[C:7]([NH:9][C:10]1[CH:14]=[CH:13][N:12]([C:15]2[CH:20]=[CH:19][CH:18]=[C:17]([C:21]([F:23])([F:24])[F:22])[CH:16]=2)[N:11]=1)=[O:8]. The catalyst class is: 183. (9) The catalyst class is: 9. Product: [CH2:17]([O:1][C:2]1[CH:3]=[C:4]([CH:7]=[CH:8][CH:9]=1)[CH:5]=[O:6])[CH2:18][CH2:19][CH3:20]. Reactant: [OH:1][C:2]1[CH:3]=[C:4]([CH:7]=[CH:8][CH:9]=1)[CH:5]=[O:6].C(=O)([O-])[O-].[K+].[K+].Br[CH2:17][CH2:18][CH2:19][CH3:20]. (10) Reactant: [S:1]([O-:4])([O-:3])=[O:2].[Na+:5].[Na+].Br[CH2:8][CH:9]1[CH2:11][CH2:10]1. Product: [CH:9]1([CH2:8][S:1]([O-:4])(=[O:3])=[O:2])[CH2:11][CH2:10]1.[Na+:5]. The catalyst class is: 6.